This data is from Forward reaction prediction with 1.9M reactions from USPTO patents (1976-2016). The task is: Predict the product of the given reaction. (1) Given the reactants [CH3:1][O:2][C:3]([C@H:5]1[C:14]2[C:9](=[CH:10][CH:11]=[CH:12][CH:13]=2)[NH:8][C@@H:7]([CH3:15])[CH2:6]1)=[O:4].C(N(CC)C(C)C)(C)C.[C:25](Cl)(=[O:34])[C:26]1[CH:31]=[CH:30][C:29]([O:32][CH3:33])=[CH:28][CH:27]=1.C(=O)(O)[O-].[Na+], predict the reaction product. The product is: [CH3:1][O:2][C:3]([C@H:5]1[C:14]2[C:9](=[CH:10][CH:11]=[CH:12][CH:13]=2)[N:8]([C:25](=[O:34])[C:26]2[CH:31]=[CH:30][C:29]([O:32][CH3:33])=[CH:28][CH:27]=2)[C@@H:7]([CH3:15])[CH2:6]1)=[O:4]. (2) Given the reactants BrCBr.[CH2:4]([Li])[CH2:5][CH2:6]C.[Li][N:10]1[C:15](C)(C)[CH2:14][CH2:13][CH2:12][C:11]1(C)C.[CH3:20]C1(C)CCCC(C)(C)N1.CN1CC2C[C:33]([C:40]([O:42][CH2:43][CH3:44])=[O:41])(CCC2)C1.Cl.C(Cl)(=O)C, predict the reaction product. The product is: [CH2:43]([O:42][C:40](=[O:41])[CH2:33][C:14]12[CH2:13][CH:12]([CH2:6][CH2:5][CH2:4]1)[CH2:11][N:10]([CH3:20])[CH2:15]2)[CH3:44]. (3) Given the reactants [O:1]([C:8]1[CH:13]=[CH:12][CH:11]=[CH:10][C:9]=1[NH:14][S:15]([C:18]1[CH:30]=[CH:29][C:21]([C:22]([NH:24][CH2:25][C:26]([OH:28])=O)=[O:23])=[CH:20][CH:19]=1)(=[O:17])=[O:16])[C:2]1[CH:7]=[CH:6][CH:5]=[CH:4][CH:3]=1.[CH:31]1([NH2:36])[CH2:35][CH2:34][CH2:33][CH2:32]1, predict the reaction product. The product is: [CH:31]1([NH:36][C:26]([CH2:25][NH:24][C:22](=[O:23])[C:21]2[CH:29]=[CH:30][C:18]([S:15](=[O:16])(=[O:17])[NH:14][C:9]3[CH:10]=[CH:11][CH:12]=[CH:13][C:8]=3[O:1][C:2]3[CH:7]=[CH:6][CH:5]=[CH:4][CH:3]=3)=[CH:19][CH:20]=2)=[O:28])[CH2:35][CH2:34][CH2:33][CH2:32]1. (4) Given the reactants [S:1]1[CH:5]=[CH:4][N:3]=[C:2]1[C:6]1[C:14]2[C:13]([C:15]3[CH:16]=[C:17]([NH:21][C:22](=[O:26])[C:23]([CH3:25])=[CH2:24])[CH:18]=[CH:19][CH:20]=3)=[N:12][CH:11]=[N:10][C:9]=2[N:8](COCC[Si](C)(C)C)[CH:7]=1.C(O)(C(F)(F)F)=O, predict the reaction product. The product is: [S:1]1[CH:5]=[CH:4][N:3]=[C:2]1[C:6]1[C:14]2[C:13]([C:15]3[CH:16]=[C:17]([NH:21][C:22](=[O:26])[C:23]([CH3:25])=[CH2:24])[CH:18]=[CH:19][CH:20]=3)=[N:12][CH:11]=[N:10][C:9]=2[NH:8][CH:7]=1. (5) Given the reactants [C:1]([O:5][C:6]([NH:8][C@H:9]([CH2:31][C:32]1[CH:37]=[CH:36][C:35]([Cl:38])=[CH:34][CH:33]=1)[C:10]([N:12]1[CH2:17][CH2:16][N:15]([C:18]2[C:23]([C:24]([O:26]C)=[O:25])=[CH:22][N:21]=[C:20]3[NH:28][CH:29]=[CH:30][C:19]=23)[CH2:14][CH2:13]1)=[O:11])=[O:7])([CH3:4])([CH3:3])[CH3:2].C1COCC1.CO.[Li+].[OH-], predict the reaction product. The product is: [C:1]([O:5][C:6]([NH:8][C@H:9]([CH2:31][C:32]1[CH:33]=[CH:34][C:35]([Cl:38])=[CH:36][CH:37]=1)[C:10]([N:12]1[CH2:13][CH2:14][N:15]([C:18]2[C:23]([C:24]([OH:26])=[O:25])=[CH:22][N:21]=[C:20]3[NH:28][CH:29]=[CH:30][C:19]=23)[CH2:16][CH2:17]1)=[O:11])=[O:7])([CH3:4])([CH3:2])[CH3:3]. (6) Given the reactants [CH3:1][O:2][C:3]([N:5]1[CH2:10][CH2:9][CH:8]([C:11]2[C:12]3[CH:22]=[CH:21][C:20]([C:23]([F:26])([F:25])[F:24])=[CH:19][C:13]=3[S:14][C:15]=2C(O)=O)[CH2:7][CH2:6]1)=[O:4], predict the reaction product. The product is: [CH3:1][O:2][C:3]([N:5]1[CH2:6][CH2:7][CH:8]([C:11]2[C:12]3[CH:22]=[CH:21][C:20]([C:23]([F:26])([F:24])[F:25])=[CH:19][C:13]=3[S:14][CH:15]=2)[CH2:9][CH2:10]1)=[O:4].